From a dataset of Forward reaction prediction with 1.9M reactions from USPTO patents (1976-2016). Predict the product of the given reaction. (1) The product is: [OH:6][C@@H:5]([CH2:4][OH:3])[CH2:7][O:8][C:9]1[C:10]([CH3:40])=[CH:11][C:12]([C:16]2[N:20]=[C:19]([CH2:21][CH2:22][CH2:23][C:24]3([C:34]4[CH:39]=[CH:38][CH:37]=[CH:36][CH:35]=4)[CH2:33][CH2:32][CH2:31][CH2:30][C:25]3=[O:26])[O:18][N:17]=2)=[CH:13][C:14]=1[CH3:15]. Given the reactants CC1(C)[O:6][C@H:5]([CH2:7][O:8][C:9]2[C:14]([CH3:15])=[CH:13][C:12]([C:16]3[N:20]=[C:19]([CH2:21][CH2:22][CH2:23][C:24]4([C:34]5[CH:39]=[CH:38][CH:37]=[CH:36][CH:35]=5)[CH2:33][CH2:32][CH2:31][CH2:30][C:25]54OCC[O:26]5)[O:18][N:17]=3)=[CH:11][C:10]=2[CH3:40])[CH2:4][O:3]1.Cl.C([O-])([O-])=O.[Na+].[Na+], predict the reaction product. (2) The product is: [Cl:24][C:25]1[C:29]([Cl:30])=[C:28]([CH3:31])[NH:27][C:26]=1[C:32]([NH:34][CH:35]1[CH2:40][CH2:39][N:38]([C:2]2[C:11]3[C:6](=[CH:7][CH:8]=[CH:9][CH:10]=3)[N:5]=[C:4]([C:12]([O:14][CH2:15][CH3:16])=[O:13])[N:3]=2)[CH2:37][CH2:36]1)=[O:33]. Given the reactants Cl[C:2]1[C:11]2[C:6](=[CH:7][CH:8]=[CH:9][CH:10]=2)[N:5]=[C:4]([C:12]([O:14][CH2:15][CH3:16])=[O:13])[N:3]=1.FC(F)(F)C([O-])=O.[Cl:24][C:25]1[C:29]([Cl:30])=[C:28]([CH3:31])[NH:27][C:26]=1[C:32]([NH:34][CH:35]1[CH2:40][CH2:39][NH2+:38][CH2:37][CH2:36]1)=[O:33].C([O-])([O-])=O.[K+].[K+], predict the reaction product. (3) Given the reactants [CH2:1]([O:8][C@H:9]1[C@H:14]([O:15][CH2:16][C:17]2[CH:22]=[CH:21][CH:20]=[CH:19][CH:18]=2)[C@@H:13]([O:23][CH2:24][C:25]2[CH:30]=[CH:29][CH:28]=[CH:27][CH:26]=2)[C@@:12]([C:33]2[CH:38]=[CH:37][C:36]([Cl:39])=[C:35]([CH2:40][C:41]3[CH:46]=[CH:45][C:44]([O:47][CH2:48][CH3:49])=[C:43]([F:50])[CH:42]=3)[CH:34]=2)([O:31][CH3:32])[O:11][C@:10]1([CH2:53][OH:54])[CH:51]=[O:52])[C:2]1[CH:7]=[CH:6][CH:5]=[CH:4][CH:3]=1.[BH4-].[Na+], predict the reaction product. The product is: [CH2:1]([O:8][C@H:9]1[C@H:14]([O:15][CH2:16][C:17]2[CH:18]=[CH:19][CH:20]=[CH:21][CH:22]=2)[C@@H:13]([O:23][CH2:24][C:25]2[CH:30]=[CH:29][CH:28]=[CH:27][CH:26]=2)[C@@:12]([C:33]2[CH:38]=[CH:37][C:36]([Cl:39])=[C:35]([CH2:40][C:41]3[CH:46]=[CH:45][C:44]([O:47][CH2:48][CH3:49])=[C:43]([F:50])[CH:42]=3)[CH:34]=2)([O:31][CH3:32])[O:11][C:10]1([CH2:51][OH:52])[CH2:53][OH:54])[C:2]1[CH:7]=[CH:6][CH:5]=[CH:4][CH:3]=1. (4) Given the reactants [C:1]([O:5][C:6]([N:8]1[CH2:13][CH2:12][CH:11]([C:14]([OH:16])=O)[CH2:10][CH2:9]1)=[O:7])([CH3:4])([CH3:3])[CH3:2].[CH3:17][CH:18]1[CH2:23][NH:22][CH2:21][CH:20]([CH3:24])[NH:19]1.C(Cl)CCl, predict the reaction product. The product is: [CH3:17][CH:18]1[NH:19][CH:20]([CH3:24])[CH2:21][N:22]([C:14]([CH:11]2[CH2:10][CH2:9][N:8]([C:6]([O:5][C:1]([CH3:2])([CH3:3])[CH3:4])=[O:7])[CH2:13][CH2:12]2)=[O:16])[CH2:23]1.